This data is from Full USPTO retrosynthesis dataset with 1.9M reactions from patents (1976-2016). The task is: Predict the reactants needed to synthesize the given product. (1) Given the product [CH3:9][S:10]([N:5]1[CH2:6][CH2:7][CH2:8][CH:3]([NH:2][CH3:1])[CH2:4]1)(=[O:12])=[O:11], predict the reactants needed to synthesize it. The reactants are: [CH3:1][NH:2][CH:3]1[CH2:8][CH2:7][CH2:6][NH:5][CH2:4]1.[CH3:9][S:10](Cl)(=[O:12])=[O:11].CCN(C(C)C)C(C)C.C(Cl)Cl. (2) Given the product [CH:15]([O:14][C:11]1[CH:12]=[CH:13][C:8]([O:7][C:5]2[S:6][C:2](/[CH:29]=[CH:28]/[C:26](=[O:27])[CH3:25])=[CH:3][N:4]=2)=[CH:9][CH:10]=1)([CH3:17])[CH3:16], predict the reactants needed to synthesize it. The reactants are: I[C:2]1[S:6][C:5]([O:7][C:8]2[CH:13]=[CH:12][C:11]([O:14][CH:15]([CH3:17])[CH3:16])=[CH:10][CH:9]=2)=[N:4][CH:3]=1.C(N(CC)CC)C.[CH3:25][C:26]([CH:28]=[CH2:29])=[O:27]. (3) Given the product [CH3:12][S:13][CH2:14][CH2:15][N:16]([CH2:27][C:28]1[CH:33]=[CH:32][CH:31]=[CH:30][C:29]=1[O:34][CH3:35])[C:17]1[CH:18]=[CH:19][C:20]([S:23]([NH2:26])(=[O:24])=[O:25])=[CH:21][CH:22]=1, predict the reactants needed to synthesize it. The reactants are: B.C1COCC1.C1COCC1.[CH3:12][S:13][CH2:14][CH2:15][N:16]([C:27](=O)[C:28]1[CH:33]=[CH:32][CH:31]=[CH:30][C:29]=1[O:34][CH3:35])[C:17]1[CH:22]=[CH:21][C:20]([S:23]([NH2:26])(=[O:25])=[O:24])=[CH:19][CH:18]=1. (4) Given the product [F:20][C:2]1[CH:3]=[CH:4][CH:5]=[C:6]2[C:10]=1[NH:9][C:8]([B:11]1[O:15][C:14]([CH3:17])([CH3:16])[C:13]([CH3:19])([CH3:18])[O:12]1)=[CH:7]2, predict the reactants needed to synthesize it. The reactants are: Cl[C:2]1[CH:3]=[CH:4][CH:5]=[C:6]2[C:10]=1[NH:9][C:8]([B:11]1[O:15][C:14]([CH3:17])([CH3:16])[C:13]([CH3:19])([CH3:18])[O:12]1)=[CH:7]2.[F:20]C1C=CC=C2C=1NC=C2. (5) Given the product [CH2:1]([O:3][C:4]([C:6]1[S:7][C:8]2[CH:14]=[C:13]([CH:15]([C:16]([OH:18])=[O:17])[F:30])[CH:12]=[CH:11][C:9]=2[CH:10]=1)=[O:5])[CH3:2], predict the reactants needed to synthesize it. The reactants are: [CH2:1]([O:3][C:4]([C:6]1[S:7][C:8]2[CH:14]=[C:13]([C:15]([F:30])(C(OC(C)(C)C)=O)[C:16]([O:18]C(C)(C)C)=[O:17])[CH:12]=[CH:11][C:9]=2[CH:10]=1)=[O:5])[CH3:2].C(O)(C(F)(F)F)=O. (6) Given the product [CH:1]1([C:4]2[C:11]([C:37]3[CH:38]=[C:39]([OH:43])[N:40]=[N:41][CH:42]=3)=[CH:10][C:7]([C:8]#[N:9])=[C:6]([N:21]3[CH2:26][CH2:25][N:24]([C:27](=[O:32])[CH2:28][CH2:29][O:30][CH3:31])[C@H:23]([CH:33]4[CH2:34][CH2:35]4)[CH2:22]3)[N:5]=2)[CH2:3][CH2:2]1, predict the reactants needed to synthesize it. The reactants are: [CH:1]1([C:4]2[C:11](B3OC(C)(C)C(C)(C)O3)=[CH:10][C:7]([C:8]#[N:9])=[C:6]([N:21]3[CH2:26][CH2:25][N:24]([C:27](=[O:32])[CH2:28][CH2:29][O:30][CH3:31])[C@H:23]([CH:33]4[CH2:35][CH2:34]4)[CH2:22]3)[N:5]=2)[CH2:3][CH2:2]1.Cl[C:37]1[CH:38]=[C:39]([OH:43])[N:40]=[N:41][CH:42]=1.[F-].[Cs+]. (7) Given the product [CH3:1][O:2][C:3]([C:4]1[CH:9]=[CH:8][C:7]2[NH:10][C:13](=[O:14])[NH:11][C:6]=2[CH:5]=1)=[O:12], predict the reactants needed to synthesize it. The reactants are: [CH3:1][O:2][C:3](=[O:12])[C:4]1[CH:9]=[CH:8][C:7]([NH2:10])=[C:6]([NH2:11])[CH:5]=1.[C:13](N1C=CN=C1)(N1C=CN=C1)=[O:14]. (8) The reactants are: [N:1]([C@@H:4]1[C:13]2[C:8](=[CH:9][CH:10]=[C:11]([Br:14])[CH:12]=2)[O:7][C:6]([CH3:19])([C:15]([F:18])([F:17])[F:16])[CH2:5]1)=[N+]=[N-].C1(P(C2C=CC=CC=2)C2C=CC=CC=2)C=CC=CC=1. Given the product [Br:14][C:11]1[CH:12]=[C:13]2[C:8](=[CH:9][CH:10]=1)[O:7][C:6]([CH3:19])([C:15]([F:16])([F:18])[F:17])[CH2:5][C@@H:4]2[NH2:1], predict the reactants needed to synthesize it. (9) Given the product [Cl:1][C:2]1[CH:3]=[C:4]([CH:10]=[CH:11][C:12]=1[NH:13][C:14]1[N:19]=[CH:18][C:17]2[CH:20]=[C:21]([C:23]3[CH:24]=[N:25][N:26]([CH3:28])[CH:27]=3)[N:22]([S:34]([CH:29]3[CH2:33][CH2:32][CH2:31][CH2:30]3)(=[O:36])=[O:35])[C:16]=2[CH:15]=1)[C:5]([N:7]([CH3:9])[CH3:8])=[O:6], predict the reactants needed to synthesize it. The reactants are: [Cl:1][C:2]1[CH:3]=[C:4]([CH:10]=[CH:11][C:12]=1[NH:13][C:14]1[N:19]=[CH:18][C:17]2[CH:20]=[C:21]([C:23]3[CH:24]=[N:25][N:26]([CH3:28])[CH:27]=3)[NH:22][C:16]=2[CH:15]=1)[C:5]([N:7]([CH3:9])[CH3:8])=[O:6].[CH:29]1([S:34](Cl)(=[O:36])=[O:35])[CH2:33][CH2:32][CH2:31][CH2:30]1.